This data is from Full USPTO retrosynthesis dataset with 1.9M reactions from patents (1976-2016). The task is: Predict the reactants needed to synthesize the given product. Given the product [Cl:23][C:14]1[CH:13]=[C:20]([NH:21][C:5]2[N:6]=[CH:7][CH:8]=[CH:9][C:4]=2[C:3]([O:2][CH3:1])=[O:11])[CH:19]=[CH:18][C:15]=1[O:16][CH3:17], predict the reactants needed to synthesize it. The reactants are: [CH3:1][O:2][C:3](=[O:11])[C:4]1[CH:9]=[CH:8][CH:7]=[N:6][C:5]=1F.Cl[C:13]1[CH:14]=[C:15]([CH:18]=[CH:19][C:20]=1[NH2:21])[O:16][CH3:17].C(Cl)[Cl:23].